Task: Predict which catalyst facilitates the given reaction.. Dataset: Catalyst prediction with 721,799 reactions and 888 catalyst types from USPTO (1) Reactant: [H-].[Na+].[I:3][C:4]1[CH:9]=[CH:8][C:7]([C:10]([C:12]2[CH:17]=[CH:16][C:15]([OH:18])=[CH:14][CH:13]=2)=[O:11])=[CH:6][CH:5]=1.[C:19]([O:23][C:24]([N:26]1[CH2:30][CH2:29][CH2:28][C@@H:27]1[CH2:31]OS(C1C=CC(C)=CC=1)(=O)=O)=[O:25])([CH3:22])([CH3:21])[CH3:20]. Product: [C:19]([O:23][C:24]([N:26]1[CH2:30][CH2:29][CH2:28][C@@H:27]1[CH2:31][O:18][C:15]1[CH:16]=[CH:17][C:12]([C:10](=[O:11])[C:7]2[CH:8]=[CH:9][C:4]([I:3])=[CH:5][CH:6]=2)=[CH:13][CH:14]=1)=[O:25])([CH3:22])([CH3:20])[CH3:21]. The catalyst class is: 3. (2) Reactant: [F:1][C:2]1[CH:22]=[C:21]([N+:23]([O-])=O)[CH:20]=[CH:19][C:3]=1[O:4][C:5]1[N:10]=[CH:9][N:8]=[C:7]([NH:11][C:12](=[O:18])[O:13][C:14]([CH3:17])([CH3:16])[CH3:15])[CH:6]=1.[H][H]. The catalyst class is: 458. Product: [NH2:23][C:21]1[CH:20]=[CH:19][C:3]([O:4][C:5]2[N:10]=[CH:9][N:8]=[C:7]([NH:11][C:12](=[O:18])[O:13][C:14]([CH3:17])([CH3:16])[CH3:15])[CH:6]=2)=[C:2]([F:1])[CH:22]=1. (3) Reactant: Br[C:2]1[CH:3]=[C:4]([NH:8][C:9](=[O:11])[CH3:10])[CH:5]=[N:6][CH:7]=1.[CH3:12][C:13]1([CH3:29])[C:17]([CH3:19])([CH3:18])[O:16][B:15]([B:15]2[O:16][C:17]([CH3:19])([CH3:18])[C:13]([CH3:29])([CH3:12])[O:14]2)[O:14]1.C([O-])(=O)C.[K+]. Product: [CH3:12][C:13]1([CH3:29])[C:17]([CH3:19])([CH3:18])[O:16][B:15]([C:2]2[CH:3]=[C:4]([NH:8][C:9](=[O:11])[CH3:10])[CH:5]=[N:6][CH:7]=2)[O:14]1. The catalyst class is: 439. (4) Reactant: [NH2:1][C:2]1[CH:7]=[CH:6][C:5]([N:8]2[CH2:13][CH2:12][O:11][CH2:10][C:9]2=[O:14])=[CH:4][CH:3]=1.Cl[C:16](OC1C=CC([N+]([O-])=O)=CC=1)=[O:17].N1C=CC=CC=1.[C:34](=[N:47][NH2:48])([C:41]1[CH:46]=[CH:45][CH:44]=[CH:43][CH:42]=1)[C:35]1[CH:40]=[CH:39][CH:38]=[CH:37][CH:36]=1.C(N(C(C)C)C(C)C)C. The catalyst class is: 96. Product: [C:35]1([C:34]([C:41]2[CH:42]=[CH:43][CH:44]=[CH:45][CH:46]=2)=[N:47][NH:48][C:16]([NH:1][C:2]2[CH:3]=[CH:4][C:5]([N:8]3[CH2:13][CH2:12][O:11][CH2:10][C:9]3=[O:14])=[CH:6][CH:7]=2)=[O:17])[CH:40]=[CH:39][CH:38]=[CH:37][CH:36]=1. (5) Reactant: [NH2:1][C@H:2]([C:4]1[N:9]=[C:8]2[CH:10]=[CH:11][N:12]([CH3:13])[C:7]2=[CH:6][C:5]=1[CH:14]1[CH2:18][CH2:17][N:16]([C:19]([O:21][C:22]([CH3:25])([CH3:24])[CH3:23])=[O:20])[CH2:15]1)[CH3:3].[NH2:26][C:27]1[N:32]=[C:31](Cl)[C:30]([C:34]#[N:35])=[C:29]([CH3:36])[N:28]=1.C(N(CC)CC)C. Product: [NH2:26][C:27]1[N:32]=[C:31]([NH:1][C@H:2]([C:4]2[N:9]=[C:8]3[CH:10]=[CH:11][N:12]([CH3:13])[C:7]3=[CH:6][C:5]=2[C@@H:14]2[CH2:18][CH2:17][N:16]([C:19]([O:21][C:22]([CH3:24])([CH3:23])[CH3:25])=[O:20])[CH2:15]2)[CH3:3])[C:30]([C:34]#[N:35])=[C:29]([CH3:36])[N:28]=1. The catalyst class is: 16. (6) Reactant: [Cl:1][C:2]1[N:7]=[C:6]([C:8](Cl)=[O:9])[C:5]2[C:11]([O:33][CH3:34])=[N:12][N:13]([C:14]([C:27]3[CH:32]=[CH:31][CH:30]=[CH:29][CH:28]=3)([C:21]3[CH:26]=[CH:25][CH:24]=[CH:23][CH:22]=3)[C:15]3[CH:20]=[CH:19][CH:18]=[CH:17][CH:16]=3)[C:4]=2[CH:3]=1.[NH2:35][NH2:36]. Product: [Cl:1][C:2]1[N:7]=[C:6]([C:8]([NH:35][NH2:36])=[O:9])[C:5]2[C:11]([O:33][CH3:34])=[N:12][N:13]([C:14]([C:15]3[CH:16]=[CH:17][CH:18]=[CH:19][CH:20]=3)([C:27]3[CH:28]=[CH:29][CH:30]=[CH:31][CH:32]=3)[C:21]3[CH:26]=[CH:25][CH:24]=[CH:23][CH:22]=3)[C:4]=2[CH:3]=1. The catalyst class is: 10.